Predict the reactants needed to synthesize the given product. From a dataset of Full USPTO retrosynthesis dataset with 1.9M reactions from patents (1976-2016). (1) Given the product [CH2:24]([N:28]([CH2:29][CH3:30])[C:2]1[C:3]2[CH2:12][CH:11]([CH3:13])[C:10](=[O:14])[N:9]([C:15]3[C:20]([CH3:21])=[CH:19][C:18]([CH3:22])=[CH:17][C:16]=3[CH3:23])[C:4]=2[N:5]=[C:6]([CH3:8])[N:7]=1)[CH2:25][CH2:26][CH3:27], predict the reactants needed to synthesize it. The reactants are: Cl[C:2]1[C:3]2[CH2:12][CH:11]([CH3:13])[C:10](=[O:14])[N:9]([C:15]3[C:20]([CH3:21])=[CH:19][C:18]([CH3:22])=[CH:17][C:16]=3[CH3:23])[C:4]=2[N:5]=[C:6]([CH3:8])[N:7]=1.[CH2:24]([NH:28][CH2:29][CH3:30])[CH2:25][CH2:26][CH3:27]. (2) Given the product [C:1]([C:3]1[CH:4]=[N:5][C:6]([NH:21][CH2:22][C:23]2[CH:28]=[CH:27][C:26]([C:39]3[CH:44]=[N:43][C:42]([NH:45][CH2:46][CH2:47][CH2:48][N:49]([CH3:51])[CH3:50])=[CH:41][N:40]=3)=[CH:25][CH:24]=2)=[C:7]([CH:20]=1)[C:8]([NH:10][C@H:11]([C:13]1[CH:18]=[CH:17][C:16]([F:19])=[CH:15][CH:14]=1)[CH3:12])=[O:9])#[N:2], predict the reactants needed to synthesize it. The reactants are: [C:1]([C:3]1[CH:4]=[N:5][C:6]([NH:21][CH2:22][C:23]2[CH:28]=[CH:27][C:26](B3OC(C)(C)C(C)(C)O3)=[CH:25][CH:24]=2)=[C:7]([CH:20]=1)[C:8]([NH:10][C@H:11]([C:13]1[CH:18]=[CH:17][C:16]([F:19])=[CH:15][CH:14]=1)[CH3:12])=[O:9])#[N:2].Br[C:39]1[N:40]=[CH:41][C:42]([NH:45][CH2:46][CH2:47][CH2:48][N:49]([CH3:51])[CH3:50])=[N:43][CH:44]=1.CN(C)C=O.ClCCl.C(=O)([O-])[O-].[Na+].[Na+].O. (3) Given the product [OH:13][CH2:12][CH2:11][CH:10]1[C:5]2[CH:4]=[CH:3][C:2]([C:15]#[N:16])=[CH:14][C:6]=2[CH2:7][CH2:8][O:9]1, predict the reactants needed to synthesize it. The reactants are: Br[C:2]1[CH:3]=[CH:4][C:5]2[CH:10]([CH2:11][CH2:12][OH:13])[O:9][CH2:8][CH2:7][C:6]=2[CH:14]=1.[CH3:15][N:16](C=O)C. (4) Given the product [C:7]([C:6]1[CH:9]=[C:10]([C:13]2[S:14][C:15]([C:11]3[CH:12]=[C:5]4[C:6](=[CH:9][CH:10]=3)[CH2:7][N:35]([CH2:30][CH2:29][C:28]([NH2:32])=[O:31])[CH2:33][CH2:34]4)=[N:16][N:17]=2)[CH:11]=[CH:12][C:5]=1[O:4][CH:2]([CH3:1])[CH3:3])#[N:8], predict the reactants needed to synthesize it. The reactants are: [CH3:1][CH:2]([O:4][C:5]1[CH:12]=[CH:11][C:10]([CH:13]2[N:17](C3C=C4C(=CC=3)CNCC4)[N:16]=[CH:15][S:14]2)=[CH:9][C:6]=1[C:7]#[N:8])[CH3:3].[C:28]([NH2:32])(=[O:31])[CH:29]=[CH2:30].[C:33](#[N:35])[CH3:34]. (5) Given the product [ClH:1].[NH2:14][CH2:15][C:16](=[O:36])[CH2:17][CH2:18][C:19]([O:21][CH2:22][CH2:23][CH2:24][CH2:25][CH2:26][CH2:27][CH2:28][CH2:29][CH2:30][CH2:31][CH2:32][C:33]([OH:35])=[O:34])=[O:20], predict the reactants needed to synthesize it. The reactants are: [ClH:1].C(OCC)C.C([NH:14][CH2:15][C:16](=[O:36])[CH2:17][CH2:18][C:19]([O:21][CH2:22][CH2:23][CH2:24][CH2:25][CH2:26][CH2:27][CH2:28][CH2:29][CH2:30][CH2:31][CH2:32][C:33]([OH:35])=[O:34])=[O:20])(OC(C)(C)C)=O.